Dataset: Catalyst prediction with 721,799 reactions and 888 catalyst types from USPTO. Task: Predict which catalyst facilitates the given reaction. (1) The catalyst class is: 2. Reactant: [F:1][C:2]([F:28])([F:27])[C:3]1[CH:8]=[CH:7][C:6]([C:9]2[NH:10][C:11](=[O:26])[C:12]3[CH:17]=[CH:16][N:15]([CH2:18][O:19]CC[Si](C)(C)C)[C:13]=3[N:14]=2)=[CH:5][CH:4]=1.FC(F)(F)C(O)=O. Product: [OH:19][CH2:18][N:15]1[C:13]2[N:14]=[C:9]([C:6]3[CH:5]=[CH:4][C:3]([C:2]([F:27])([F:28])[F:1])=[CH:8][CH:7]=3)[NH:10][C:11](=[O:26])[C:12]=2[CH:17]=[CH:16]1. (2) Reactant: [CH2:1]([C:3]1[CH:36]=[CH:35][C:6]([CH2:7][N:8]2[C:13](=[N:14][C:15]3[CH:20]=[CH:19][C:18]([O:21][CH:22]([CH3:24])[CH3:23])=[C:17]([CH3:25])[CH:16]=3)[NH:12][C:11](=[O:26])[N:10]([CH2:27][C@@H:28]([C:30]([O:32]C)=[O:31])[CH3:29])[C:9]2=[O:34])=[CH:5][CH:4]=1)[CH3:2].CO.[OH-].[Li+].C(O)(=O)CC(CC(O)=O)(C(O)=O)O. Product: [CH2:1]([C:3]1[CH:4]=[CH:5][C:6]([CH2:7][N:8]2[C:13](=[N:14][C:15]3[CH:20]=[CH:19][C:18]([O:21][CH:22]([CH3:23])[CH3:24])=[C:17]([CH3:25])[CH:16]=3)[NH:12][C:11](=[O:26])[N:10]([CH2:27][C@@H:28]([C:30]([OH:32])=[O:31])[CH3:29])[C:9]2=[O:34])=[CH:35][CH:36]=1)[CH3:2]. The catalyst class is: 1. (3) Reactant: [F:1][C:2]1[CH:27]=[C:26]([F:28])[CH:25]=[CH:24][C:3]=1[CH2:4][N:5]([CH2:17][CH2:18][CH2:19][CH2:20][CH2:21][CH2:22][CH3:23])[C:6](=[O:16])[CH2:7][CH2:8][C:9]1[CH:14]=[CH:13][C:12]([OH:15])=[CH:11][CH:10]=1.[CH3:29][O:30][C:31](=[O:40])[C:32]1[CH:37]=[CH:36][CH:35]=[CH:34][C:33]=1[CH2:38]Br.C(=O)([O-])[O-].[K+].[K+]. Product: [F:1][C:2]1[CH:27]=[C:26]([F:28])[CH:25]=[CH:24][C:3]=1[CH2:4][N:5]([CH2:17][CH2:18][CH2:19][CH2:20][CH2:21][CH2:22][CH3:23])[C:6](=[O:16])[CH2:7][CH2:8][C:9]1[CH:14]=[CH:13][C:12]([O:15][CH2:38][C:33]2[CH:34]=[CH:35][CH:36]=[CH:37][C:32]=2[C:31]([O:30][CH3:29])=[O:40])=[CH:11][CH:10]=1. The catalyst class is: 10. (4) The catalyst class is: 172. Product: [O:1]1[C:5]2[CH:6]=[CH:7][CH:8]=[CH:9][C:4]=2[C:3]([CH2:10][C:11]([NH:29][S:26]([CH3:25])(=[O:28])=[O:27])=[O:13])=[N:2]1. Reactant: [O:1]1[C:5]2[CH:6]=[CH:7][CH:8]=[CH:9][C:4]=2[C:3]([CH2:10][C:11]([OH:13])=O)=[N:2]1.C(N=C=NCCCN(C)C)C.[CH3:25][S:26]([NH2:29])(=[O:28])=[O:27]. (5) Reactant: [Na].[CH3:2][O:3][CH:4]([O:16][CH3:17])[C:5]1[CH:12]=[C:11]([S:13][CH3:14])[C:8]([C:9]#[N:10])=[C:7]([OH:15])[N:6]=1.I[CH:19]([CH3:21])[CH3:20]. Product: [CH3:17][O:16][CH:4]([O:3][CH3:2])[C:5]1[CH:12]=[C:11]([S:13][CH3:14])[C:8]([C:9]#[N:10])=[C:7]([O:15][CH:19]([CH3:21])[CH3:20])[N:6]=1. The catalyst class is: 3. (6) Reactant: [CH3:1][C:2]1[CH:7]=[C:6]([C:8]2[CH:9]=[N:10][N:11]([CH3:13])[CH:12]=2)[CH:5]=[CH:4][C:3]=1[NH:14][CH:15]=O.[H-].[Na+].[Cl:19][C:20]1[C:25]2[N:26]=C(S(C)(=O)=O)[N:28]=[CH:29][C:24]=2[CH:23]=[CH:22][N:21]=1. Product: [Cl:19][C:20]1[C:25]2[N:26]=[C:15]([NH:14][C:3]3[CH:4]=[CH:5][C:6]([C:8]4[CH:9]=[N:10][N:11]([CH3:13])[CH:12]=4)=[CH:7][C:2]=3[CH3:1])[N:28]=[CH:29][C:24]=2[CH:23]=[CH:22][N:21]=1. The catalyst class is: 1. (7) Reactant: [N+:1]([C:4]1[O:8][C:7]([C:9]([OH:11])=[O:10])=[CH:6][CH:5]=1)([O-:3])=[O:2].[CH3:12][C@@:13]12[C@H:22]3[CH2:23][CH2:24][C@:25]4([CH3:31])[C:29](=[O:30])[CH2:28][CH2:27][C@H:26]4[C@@H:21]3[CH2:20][CH2:19][C@H:18]1[CH2:17][C@@H:16]([OH:32])[CH2:15][CH2:14]2.CCN=C=NCCCN(C)C.C1COCC1. Product: [OH:32][C@H:16]1[CH2:15][CH2:14][C@@:13]2([CH3:12])[C@@H:18]([CH2:19][CH2:20][C@@H:21]3[C@@H:22]2[CH2:23][CH2:24][C@@:25]2([CH3:31])[C@H:26]3[CH2:27][CH2:28][C:29]2=[O:30])[CH2:17]1.[N+:1]([C:4]1[O:8][C:7]([C:9]([O-:11])=[O:10])=[CH:6][CH:5]=1)([O-:3])=[O:2]. The catalyst class is: 166.